From a dataset of Catalyst prediction with 721,799 reactions and 888 catalyst types from USPTO. Predict which catalyst facilitates the given reaction. (1) Reactant: [F:1][C:2]1[CH:3]=[C:4]([CH:11]=[CH:12][C:13]=1[O:14][C:15]([F:18])([F:17])[F:16])[C:5](N(OC)C)=[O:6].[H-].C([Al+]CC(C)C)C(C)C.C1(C)C=CC=CC=1.[Cl-].[NH4+].Cl. Product: [F:1][C:2]1[CH:3]=[C:4]([CH:11]=[CH:12][C:13]=1[O:14][C:15]([F:16])([F:17])[F:18])[CH:5]=[O:6]. The catalyst class is: 7. (2) Reactant: F[C:2]1[N:7]=[C:6]([NH2:8])[CH:5]=[CH:4][CH:3]=1.[CH3:9][C@@H:10]1[CH2:14][CH2:13][CH2:12][NH:11]1. Product: [CH3:9][C@@H:10]1[CH2:14][CH2:13][CH2:12][N:11]1[C:2]1[N:7]=[C:6]([NH2:8])[CH:5]=[CH:4][CH:3]=1. The catalyst class is: 6. (3) Reactant: [CH3:1][C:2]1[C:11]([B:12]2[O:16][C:15]([CH3:18])([CH3:17])[C:14]([CH3:20])([CH3:19])[O:13]2)=[CH:10][CH:9]=[CH:8][C:3]=1[C:4]([O:6][CH3:7])=[O:5].CC(N=NC(C#N)(C)C)(C#N)C.[Br:33]N1C(=O)CCC1=O. Product: [Br:33][CH2:1][C:2]1[C:11]([B:12]2[O:16][C:15]([CH3:18])([CH3:17])[C:14]([CH3:20])([CH3:19])[O:13]2)=[CH:10][CH:9]=[CH:8][C:3]=1[C:4]([O:6][CH3:7])=[O:5]. The catalyst class is: 23. (4) Reactant: [BH4-].[Na+].[C:3]([C:6]1[C:15]([Cl:16])=[C:14]2[C:9]([CH2:10][CH2:11][N:12]([CH2:18][C:19]3[C:20]([O:27][CH2:28][C:29]4[CH:34]=[CH:33][CH:32]=[CH:31][CH:30]=4)=[N:21][C:22]([CH3:26])=[CH:23][C:24]=3[CH3:25])[C:13]2=[O:17])=[C:8]([Cl:35])[CH:7]=1)(=[O:5])[CH3:4]. Product: [CH2:28]([O:27][C:20]1[C:19]([CH2:18][N:12]2[CH2:11][CH2:10][C:9]3[C:14](=[C:15]([Cl:16])[C:6]([CH:3]([OH:5])[CH3:4])=[CH:7][C:8]=3[Cl:35])[C:13]2=[O:17])=[C:24]([CH3:25])[CH:23]=[C:22]([CH3:26])[N:21]=1)[C:29]1[CH:34]=[CH:33][CH:32]=[CH:31][CH:30]=1. The catalyst class is: 5. (5) Reactant: [CH3:1][O:2][C:3]1[CH:4]=[C:5]2[C:9](=[CH:10][CH:11]=1)[C:8](=O)[C:7]1([CH2:20][C:19]3[C:14](=[CH:15][CH:16]=[C:17]([O:21][CH3:22])[CH:18]=3)[CH2:13]1)[CH2:6]2.[CH2:23]([Li])[CH2:24][CH2:25][CH3:26].Cl. Product: [CH2:23]([CH:13]1[C:14]2[C:19](=[CH:18][C:17]([O:21][CH3:22])=[CH:16][CH:15]=2)[CH2:20][C:7]21[CH2:6][C:5]1[C:9](=[CH:10][CH:11]=[C:3]([O:2][CH3:1])[CH:4]=1)[CH2:8]2)[CH2:24][CH2:25][CH3:26]. The catalyst class is: 1.